Task: Predict which catalyst facilitates the given reaction.. Dataset: Catalyst prediction with 721,799 reactions and 888 catalyst types from USPTO (1) Reactant: [C:1]([O:5][C:6]([CH3:9])([CH3:8])[CH3:7])(=[O:4])[CH:2]=[CH2:3].[OH:10][CH2:11][CH2:12][NH:13][CH2:14][C:15]1[CH:16]=[C:17]([CH:20]=[CH:21][CH:22]=1)[C:18]#[N:19]. Product: [C:18]([C:17]1[CH:16]=[C:15]([CH:22]=[CH:21][CH:20]=1)[CH2:14][N:13]([CH2:12][CH2:11][OH:10])[CH2:3][CH2:2][C:1]([O:5][C:6]([CH3:9])([CH3:8])[CH3:7])=[O:4])#[N:19]. The catalyst class is: 18. (2) Reactant: [S:1]1[C:5]2[CH:6]=[CH:7][CH:8]=[CH:9][C:4]=2[CH:3]=[C:2]1[CH:10]([C:12]1[CH:17]=[CH:16][CH:15]=[CH:14][C:13]=1[S:18][CH3:19])[NH2:11].[CH2:20](N(C(C)C)C(C)C)C.[CH3:29][O:30][C:31]1[CH:32]=[C:33]([S:39](Cl)(=[O:41])=[O:40])[CH:34]=[CH:35][C:36]=1[O:37][CH3:38]. Product: [S:1]1[C:5]2[CH:6]=[CH:7][CH:8]=[CH:9][C:4]=2[CH:3]=[C:2]1[CH:10]([C:12]1[CH:17]=[CH:16][CH:15]=[CH:14][C:13]=1[S:18][CH3:19])[NH:11][S:39]([C:33]1[CH:34]=[CH:35][C:36]2[O:37][CH2:38][CH2:20][CH2:29][O:30][C:31]=2[CH:32]=1)(=[O:41])=[O:40]. The catalyst class is: 4. (3) Reactant: [Cl:1][C:2]1[C:3]([CH:31]=O)=[C:4]([C:27]([F:30])([F:29])[F:28])[CH:5]=[C:6]2[C:11]=1[NH:10][C:9](=[O:12])[N:8]([CH2:13][C:14]1[CH:19]=[C:18]([Cl:20])[CH:17]=[CH:16][C:15]=1[S:21]([CH2:24][CH3:25])(=[O:23])=[O:22])[C:7]2=[O:26].[C:33]([O:37][C:38](=[O:46])[NH:39][C@H:40]1[CH2:45][CH2:44][CH2:43][NH:42][CH2:41]1)([CH3:36])([CH3:35])[CH3:34]. Product: [C:33]([O:37][C:38](=[O:46])[NH:39][C@H:40]1[CH2:45][CH2:44][CH2:43][N:42]([CH2:31][C:3]2[C:2]([Cl:1])=[C:11]3[C:6]([C:7](=[O:26])[N:8]([CH2:13][C:14]4[CH:19]=[C:18]([Cl:20])[CH:17]=[CH:16][C:15]=4[S:21]([CH2:24][CH3:25])(=[O:23])=[O:22])[C:9](=[O:12])[NH:10]3)=[CH:5][C:4]=2[C:27]([F:29])([F:30])[F:28])[CH2:41]1)([CH3:36])([CH3:34])[CH3:35]. The catalyst class is: 22.